This data is from NCI-60 drug combinations with 297,098 pairs across 59 cell lines. The task is: Regression. Given two drug SMILES strings and cell line genomic features, predict the synergy score measuring deviation from expected non-interaction effect. (1) Drug 1: C#CCC(CC1=CN=C2C(=N1)C(=NC(=N2)N)N)C3=CC=C(C=C3)C(=O)NC(CCC(=O)O)C(=O)O. Drug 2: C1C(C(OC1N2C=NC3=C2NC=NCC3O)CO)O. Cell line: HOP-62. Synergy scores: CSS=-8.56, Synergy_ZIP=6.00, Synergy_Bliss=4.57, Synergy_Loewe=-4.82, Synergy_HSA=-5.49. (2) Drug 1: CC(C1=C(C=CC(=C1Cl)F)Cl)OC2=C(N=CC(=C2)C3=CN(N=C3)C4CCNCC4)N. Cell line: MDA-MB-435. Drug 2: CC(C)(C#N)C1=CC(=CC(=C1)CN2C=NC=N2)C(C)(C)C#N. Synergy scores: CSS=19.1, Synergy_ZIP=-2.33, Synergy_Bliss=4.70, Synergy_Loewe=0.987, Synergy_HSA=0.795. (3) Drug 2: C1CN(P(=O)(OC1)NCCCl)CCCl. Cell line: M14. Drug 1: CC1C(C(CC(O1)OC2CC(OC(C2O)C)OC3=CC4=CC5=C(C(=O)C(C(C5)C(C(=O)C(C(C)O)O)OC)OC6CC(C(C(O6)C)O)OC7CC(C(C(O7)C)O)OC8CC(C(C(O8)C)O)(C)O)C(=C4C(=C3C)O)O)O)O. Synergy scores: CSS=31.3, Synergy_ZIP=0.300, Synergy_Bliss=-0.379, Synergy_Loewe=-33.7, Synergy_HSA=-1.66. (4) Drug 1: CC12CCC(CC1=CCC3C2CCC4(C3CC=C4C5=CN=CC=C5)C)O. Drug 2: CCC1=CC2CC(C3=C(CN(C2)C1)C4=CC=CC=C4N3)(C5=C(C=C6C(=C5)C78CCN9C7C(C=CC9)(C(C(C8N6C)(C(=O)OC)O)OC(=O)C)CC)OC)C(=O)OC.C(C(C(=O)O)O)(C(=O)O)O. Cell line: MOLT-4. Synergy scores: CSS=86.0, Synergy_ZIP=26.4, Synergy_Bliss=28.2, Synergy_Loewe=2.70, Synergy_HSA=28.8. (5) Drug 1: CC12CCC(CC1=CCC3C2CCC4(C3CC=C4C5=CN=CC=C5)C)O. Drug 2: C1C(C(OC1N2C=NC3=C(N=C(N=C32)Cl)N)CO)O. Cell line: NCI/ADR-RES. Synergy scores: CSS=36.6, Synergy_ZIP=-4.06, Synergy_Bliss=0.340, Synergy_Loewe=-26.9, Synergy_HSA=2.35.